This data is from Full USPTO retrosynthesis dataset with 1.9M reactions from patents (1976-2016). The task is: Predict the reactants needed to synthesize the given product. (1) Given the product [Br:1][C:2]1[NH:10][C:9]2[C:8](=[O:11])[N:7]3[C:12]([CH2:15][CH2:16][C:17]([N:25]4[CH2:30][CH2:29][O:28][CH2:27][CH2:26]4)=[O:18])=[N:13][N:14]=[C:6]3[N:5]([CH2:20][CH2:21][CH2:22][CH2:23][CH3:24])[C:4]=2[N:3]=1, predict the reactants needed to synthesize it. The reactants are: [Br:1][C:2]1[NH:10][C:9]2[C:8](=[O:11])[N:7]3[C:12]([CH2:15][CH2:16][C:17](O)=[O:18])=[N:13][N:14]=[C:6]3[N:5]([CH2:20][CH2:21][CH2:22][CH2:23][CH3:24])[C:4]=2[N:3]=1.[NH:25]1[CH2:30][CH2:29][O:28][CH2:27][CH2:26]1.C(N(CC)CC)C.F[P-](F)(F)(F)(F)F.N1(O[P+](N(C)C)(N(C)C)N(C)C)C2C=CC=CC=2N=N1. (2) Given the product [NH2:1][C:4]1([CH2:20][CH2:21][OH:22])[C:17]2[C:12](=[N:13][CH:14]=[C:15]([Br:18])[CH:16]=2)[O:11][C:10]2[C:5]1=[CH:6][C:7]([I:19])=[CH:8][CH:9]=2, predict the reactants needed to synthesize it. The reactants are: [N:1]([C:4]1([CH2:20][C:21](OC(C)(C)C)=[O:22])[C:17]2[C:12](=[N:13][CH:14]=[C:15]([Br:18])[CH:16]=2)[O:11][C:10]2[C:5]1=[CH:6][C:7]([I:19])=[CH:8][CH:9]=2)=[N+]=[N-].[H-].[H-].[H-].[H-].[Li+].[Al+3]. (3) Given the product [NH2:5][CH2:6][CH2:7][CH:8]([C:9]1[CH:10]=[C:11]([C:15]#[C:16][CH:17]2[CH2:22][CH2:21][CH2:20][CH2:19][CH:18]2[OH:23])[CH:12]=[CH:13][CH:14]=1)[OH:24], predict the reactants needed to synthesize it. The reactants are: FC(F)(F)C([NH:5][CH2:6][CH2:7][CH:8]([OH:24])[C:9]1[CH:14]=[CH:13][CH:12]=[C:11]([C:15]#[C:16][CH:17]2[CH2:22][CH2:21][CH2:20][CH2:19][CH:18]2[OH:23])[CH:10]=1)=O.N.CO. (4) Given the product [C@H:24]1([NH:23][C:6]2[CH:5]=[CH:4][C:3]3[C:8](=[CH:9][CH:10]=[CH:11][C:2]=3[O:1][CH2:18][C:17]3[CH:20]=[CH:21][CH:22]=[C:15]([O:14][CH3:13])[CH:16]=3)[N:7]=2)[C:32]2[C:27](=[CH:28][CH:29]=[CH:30][CH:31]=2)[CH2:26][CH2:25]1, predict the reactants needed to synthesize it. The reactants are: [OH:1][C:2]1[CH:11]=[CH:10][CH:9]=[C:8]2[C:3]=1[CH:4]=[CH:5][C:6](Cl)=[N:7]2.[CH3:13][O:14][C:15]1[CH:16]=[C:17]([CH:20]=[CH:21][CH:22]=1)[CH2:18]Br.[NH2:23][C@H:24]1[C:32]2[C:27](=[CH:28][CH:29]=[CH:30][CH:31]=2)[CH2:26][CH2:25]1.